This data is from Reaction yield outcomes from USPTO patents with 853,638 reactions. The task is: Predict the reaction yield, written as a fraction of the theoretical maximum amount of product (1.0 means a 100% yield; for example, 0.34 means a 34% yield). (1) The reactants are [Cl:1][C:2]1[CH:3]=[C:4]([NH2:9])[C:5]([NH2:8])=[N:6][CH:7]=1.[N:10]1([CH2:16][CH2:17][O:18][C:19]2[CH:26]=[CH:25][C:22]([CH:23]=O)=[CH:21][CH:20]=2)[CH2:15][CH2:14][CH2:13][CH2:12][CH2:11]1. The catalyst is CN(C=O)C.O.O.O.O.O.O.[Fe](Cl)(Cl)Cl. The product is [Cl:1][C:2]1[CH:3]=[C:4]2[N:9]=[C:23]([C:22]3[CH:21]=[CH:20][C:19]([O:18][CH2:17][CH2:16][N:10]4[CH2:15][CH2:14][CH2:13][CH2:12][CH2:11]4)=[CH:26][CH:25]=3)[NH:8][C:5]2=[N:6][CH:7]=1. The yield is 0.0300. (2) The reactants are [Cl:1][C:2]1[N:10]([CH2:11][CH:12]=[CH2:13])[C:9]2[C:8](=[O:14])[NH:7][C:6](=[O:15])[N:5]([CH2:16][O:17][CH2:18][CH2:19][Si:20]([CH3:23])([CH3:22])[CH3:21])[C:4]=2[N:3]=1.CI.[C:26](=O)([O-])[O-].[Cs+].[Cs+].O. The catalyst is CN(C=O)C.C(OCC)(=O)C. The product is [Cl:1][C:2]1[N:10]([CH2:11][CH:12]=[CH2:13])[C:9]2[C:8](=[O:14])[N:7]([CH3:26])[C:6](=[O:15])[N:5]([CH2:16][O:17][CH2:18][CH2:19][Si:20]([CH3:21])([CH3:23])[CH3:22])[C:4]=2[N:3]=1. The yield is 0.920. (3) The reactants are [Br:1][C:2]1[CH:7]=[CH:6][C:5]([NH:8][C:9]2[C:10]([CH:20]([OH:26])[CH2:21][O:22][CH2:23][O:24][CH3:25])=[CH:11][C:12]3[N:16]([CH3:17])[CH:15]=[N:14][C:13]=3[C:18]=2[F:19])=[C:4]([Cl:27])[CH:3]=1.CC(OI1(OC(C)=O)(OC(C)=O)OC(=O)C2C=CC=CC1=2)=O.C([O-])(O)=O.[Na+].O.O.O.O.O.S([O-])([O-])(=O)=S.[Na+].[Na+]. The catalyst is C(Cl)Cl.CCOCC.CCOC(C)=O. The product is [Br:1][C:2]1[CH:7]=[CH:6][C:5]([NH:8][C:9]2[C:10]([C:20](=[O:26])[CH2:21][O:22][CH2:23][O:24][CH3:25])=[CH:11][C:12]3[N:16]([CH3:17])[CH:15]=[N:14][C:13]=3[C:18]=2[F:19])=[C:4]([Cl:27])[CH:3]=1. The yield is 0.710. (4) The reactants are [Cl:1][C:2]1[C:7]([OH:8])=[C:6](I)[CH:5]=[C:4]([CH2:10][OH:11])[N:3]=1.[CH2:12]([Si](C)(C)C)[C:13]#[CH:14].N1CCCCC1.CN(C=O)C. The catalyst is CCOC(C)=O.[Pd](Cl)Cl.C1(P(C2C=CC=CC=2)C2C=CC=CC=2)C=CC=CC=1.C1(P(C2C=CC=CC=2)C2C=CC=CC=2)C=CC=CC=1. The product is [Cl:1][C:2]1[N:3]=[C:4]([CH2:10][OH:11])[CH:5]=[C:6]2[CH:12]=[C:13]([CH3:14])[O:8][C:7]=12. The yield is 0.440.